From a dataset of Peptide-MHC class II binding affinity with 134,281 pairs from IEDB. Regression. Given a peptide amino acid sequence and an MHC pseudo amino acid sequence, predict their binding affinity value. This is MHC class II binding data. The peptide sequence is PTPKGTVMDIISRKDQR. The MHC is DRB1_1302 with pseudo-sequence DRB1_1302. The binding affinity (normalized) is 0.316.